This data is from Retrosynthesis with 50K atom-mapped reactions and 10 reaction types from USPTO. The task is: Predict the reactants needed to synthesize the given product. (1) Given the product CC(=O)N1CCN(c2ccc([N+](=O)[O-])c(Nc3ccccc3)c2)CC1, predict the reactants needed to synthesize it. The reactants are: CC(=O)N1CCNCC1.O=[N+]([O-])c1ccc(Cl)cc1Nc1ccccc1. (2) Given the product CS(=O)(=O)c1ccc(C(CC2CCC(=O)CC2)C(=O)Nc2cnccn2)cc1Cl, predict the reactants needed to synthesize it. The reactants are: CS(=O)(=O)c1ccc(C(CC2CCC(=O)CC2)C(=O)O)cc1Cl.Nc1cnccn1. (3) Given the product CC(C)c1cccc([C@H](C)NC(=O)c2ccc3c(c2)ncn3Cc2ccc(Br)cc2)c1, predict the reactants needed to synthesize it. The reactants are: CC(C)c1cccc([C@H](C)N)c1.O=C(O)c1ccc2c(c1)ncn2Cc1ccc(Br)cc1. (4) Given the product N#Cc1ccccc1-c1cc(-c2ccccn2)cn(-c2ccccn2)c1=O, predict the reactants needed to synthesize it. The reactants are: N#Cc1ccccc1B1OC=CC(C(=O)[O-])O1.O=c1c(Br)cc(-c2ccccn2)cn1-c1ccccn1. (5) The reactants are: COc1ccccc1C1(O)C(C)CCC2CNCC21.O=C(O)Cc1c[nH]c2ccccc12. Given the product COc1ccccc1C1(O)C(C)CCC2CN(C(=O)Cc3c[nH]c4ccccc34)CC21, predict the reactants needed to synthesize it.